Dataset: TCR-epitope binding with 47,182 pairs between 192 epitopes and 23,139 TCRs. Task: Binary Classification. Given a T-cell receptor sequence (or CDR3 region) and an epitope sequence, predict whether binding occurs between them. (1) The epitope is CINGVCWTV. The TCR CDR3 sequence is CASSLTLAGGIGTDTQYF. Result: 1 (the TCR binds to the epitope). (2) The epitope is AYAQKIFKI. The TCR CDR3 sequence is CASSSGGFGYTF. Result: 0 (the TCR does not bind to the epitope).